Dataset: NCI-60 drug combinations with 297,098 pairs across 59 cell lines. Task: Regression. Given two drug SMILES strings and cell line genomic features, predict the synergy score measuring deviation from expected non-interaction effect. (1) Drug 1: CN(CC1=CN=C2C(=N1)C(=NC(=N2)N)N)C3=CC=C(C=C3)C(=O)NC(CCC(=O)O)C(=O)O. Drug 2: C(CN)CNCCSP(=O)(O)O. Cell line: 786-0. Synergy scores: CSS=32.4, Synergy_ZIP=-0.987, Synergy_Bliss=-7.44, Synergy_Loewe=-41.1, Synergy_HSA=-10.1. (2) Cell line: OVCAR-5. Synergy scores: CSS=17.1, Synergy_ZIP=-6.99, Synergy_Bliss=-0.379, Synergy_Loewe=-16.8, Synergy_HSA=-0.266. Drug 1: C1=NNC2=C1C(=O)NC=N2. Drug 2: CCC1(C2=C(COC1=O)C(=O)N3CC4=CC5=C(C=CC(=C5CN(C)C)O)N=C4C3=C2)O.Cl.